Task: Predict which catalyst facilitates the given reaction.. Dataset: Catalyst prediction with 721,799 reactions and 888 catalyst types from USPTO (1) Product: [C:9]1(=[O:18])[C:10]2[C:15](=[CH:14][CH:13]=[N:12][CH:11]=2)[CH2:16][CH2:17][NH:8]1. Reactant: COC1C=CC(C[N:8]2[CH2:17][CH2:16][C:15]3[C:10](=[CH:11][N:12]=[CH:13][CH:14]=3)[C:9]2=[O:18])=CC=1.O.C1(C)C=CC(S(O)(=O)=O)=CC=1.C(=O)([O-])[O-].[Na+].[Na+]. The catalyst class is: 11. (2) Reactant: [Br:1][C:2]1[CH:9]=[CH:8][C:5]([CH2:6][NH2:7])=[C:4]([CH2:10][CH3:11])[CH:3]=1.C(N(CC)CC)C.[CH3:19][S:20](Cl)(=[O:22])=[O:21]. Product: [Br:1][C:2]1[CH:9]=[CH:8][C:5]([CH2:6][NH:7][S:20]([CH3:19])(=[O:22])=[O:21])=[C:4]([CH2:10][CH3:11])[CH:3]=1. The catalyst class is: 46. (3) Product: [Br:1][C:2]1[CH:3]=[CH:4][C:5]([CH3:16])=[C:6]([C:8]2[C:9]([O:15][C@H:20]([CH2:19][CH:18]=[CH2:17])[CH3:21])=[CH:10][CH:11]=[CH:12][C:13]=2[Cl:14])[CH:7]=1. Reactant: [Br:1][C:2]1[CH:3]=[CH:4][C:5]([CH3:16])=[C:6]([C:8]2[C:9]([OH:15])=[CH:10][CH:11]=[CH:12][C:13]=2[Cl:14])[CH:7]=1.[CH3:17][C@@H:18](O)[CH2:19][CH:20]=[CH2:21].C1C=CC(P(C2C=CC=CC=2)C2C=CC=CC=2)=CC=1.CCOC(/N=N/C(OCC)=O)=O. The catalyst class is: 1. (4) Reactant: [Br:1][C:2]1[CH:7]=[C:6]([N+:8]([O-:10])=[O:9])[C:5](F)=[CH:4][N+:3]=1[O-:12].[CH3:13][NH2:14].C(O)C. Product: [Br:1][C:2]1[N+:3]([O-:12])=[CH:4][C:5]([NH:14][CH3:13])=[C:6]([N+:8]([O-:10])=[O:9])[CH:7]=1. The catalyst class is: 8. (5) Reactant: [Cl:1][C:2]1[CH:7]=[C:6]([F:8])[CH:5]=[CH:4][C:3]=1/[C:9](/[CH2:31][CH3:32])=[C:10](\[C:20]1[CH:25]=[CH:24][C:23](/[CH:26]=[CH:27]/[C:28]([OH:30])=[O:29])=[CH:22][CH:21]=1)/[C:11]1[CH:12]=[C:13]2[C:17](=[CH:18][CH:19]=1)[NH:16][N:15]=[CH:14]2.[C:33](OC(=O)C)(=[O:35])[CH3:34]. Product: [C:33]([N:16]1[C:17]2[C:13](=[CH:12][C:11](/[C:10](/[C:20]3[CH:25]=[CH:24][C:23](/[CH:26]=[CH:27]/[C:28]([OH:30])=[O:29])=[CH:22][CH:21]=3)=[C:9](/[C:3]3[CH:4]=[CH:5][C:6]([F:8])=[CH:7][C:2]=3[Cl:1])\[CH2:31][CH3:32])=[CH:19][CH:18]=2)[CH:14]=[N:15]1)(=[O:35])[CH3:34]. The catalyst class is: 172.